From a dataset of Catalyst prediction with 721,799 reactions and 888 catalyst types from USPTO. Predict which catalyst facilitates the given reaction. (1) Reactant: [CH3:1][N:2]1[C:6]([CH3:7])=[C:5]([C:8]([NH:10][C:11]2[CH:26]=[CH:25][C:14]([O:15][C:16]3[CH:21]=[CH:20][N:19]=[C:18](C(N)=O)[CH:17]=3)=[C:13]([F:27])[C:12]=2[F:28])=[O:9])[C:4](=[O:29])[N:3]1[C:30]1[CH:35]=[CH:34][CH:33]=[CH:32][CH:31]=1.C(O)(=O)C.C(O)(=O)C.IC1C=CC=CC=1.CC#[N:53]. Product: [NH2:53][C:18]1[CH:17]=[C:16]([O:15][C:14]2[CH:25]=[CH:26][C:11]([NH:10][C:8]([C:5]3[C:4](=[O:29])[N:3]([C:30]4[CH:31]=[CH:32][CH:33]=[CH:34][CH:35]=4)[N:2]([CH3:1])[C:6]=3[CH3:7])=[O:9])=[C:12]([F:28])[C:13]=2[F:27])[CH:21]=[CH:20][N:19]=1. The catalyst class is: 161. (2) Reactant: [N+:1]([O-:4])(O)=[O:2].S(=O)(=O)(O)O.[F:10][C:11]1[CH:20]=[CH:19][CH:18]=[C:17](F)[C:12]=1[C:13]([O:15][CH3:16])=[O:14].[OH-].[NH4+:23]. The catalyst class is: 8. Product: [NH2:23][C:17]1[C:18]([N+:1]([O-:4])=[O:2])=[CH:19][CH:20]=[C:11]([F:10])[C:12]=1[C:13]([O:15][CH3:16])=[O:14]. (3) Reactant: [NH2:1][C:2]1[C:7]2=[CH:8][CH:9]=[C:10]([C@@H:11]3[O:15][C@@:14]([CH2:18]O)([CH:16]=[O:17])[C@@H:13]([O:20][Si:21]([C:24]([CH3:27])([CH3:26])[CH3:25])([CH3:23])[CH3:22])[CH2:12]3)[N:6]2[N:5]=[CH:4][N:3]=1.[C:28]([O-])([O-])=O.[K+].[K+].[N+](=C(P(=O)(OC)OC)C(=O)C)=[N-]. Product: [NH2:1][C:2]1[C:7]2=[CH:8][CH:9]=[C:10]([C@@H:11]3[O:15][C@@:14]([CH2:16][OH:17])([C:18]#[CH:28])[C@@H:13]([O:20][Si:21]([C:24]([CH3:25])([CH3:26])[CH3:27])([CH3:23])[CH3:22])[CH2:12]3)[N:6]2[N:5]=[CH:4][N:3]=1. The catalyst class is: 5. (4) Reactant: [CH2:1]([O:8][C:9]1[CH:14]=[CH:13][C:12]([C:15]2[N:16]([CH2:21][CH2:22][CH2:23][OH:24])[C:17]([CH3:20])=[CH:18][CH:19]=2)=[CH:11][CH:10]=1)[C:2]1[CH:7]=[CH:6][CH:5]=[CH:4][CH:3]=1.O[C:26]1[CH:31]=[CH:30][CH:29]=[CH:28][C:27]=1[C:32]1[O:33][C:34]2[CH:40]=[CH:39][CH:38]=[CH:37][C:35]=2[N:36]=1.C1(P(C2C=CC=CC=2)C2C=CC=CC=2)C=CC=CC=1.N(C(N1CCCCC1)=O)=NC(N1CCCCC1)=O. Product: [CH2:1]([O:8][C:9]1[CH:14]=[CH:13][C:12]([C:15]2[N:16]([CH2:21][CH2:22][CH2:23][O:24][C:26]3[CH:31]=[CH:30][CH:29]=[CH:28][C:27]=3[C:32]3[O:33][C:34]4[CH:40]=[CH:39][CH:38]=[CH:37][C:35]=4[N:36]=3)[C:17]([CH3:20])=[CH:18][CH:19]=2)=[CH:11][CH:10]=1)[C:2]1[CH:3]=[CH:4][CH:5]=[CH:6][CH:7]=1. The catalyst class is: 93.